This data is from Full USPTO retrosynthesis dataset with 1.9M reactions from patents (1976-2016). The task is: Predict the reactants needed to synthesize the given product. (1) The reactants are: [C:1]([O:5][CH:6]([C:11]1[C:12]([C:21]2[CH:26]=[CH:25][C:24]([CH3:27])=[CH:23][CH:22]=2)=[C:13]2[CH:20]=[CH:19][NH:18][C:14]2=[N:15][C:16]=1[CH3:17])[C:7]([O:9]C)=[O:8])([CH3:4])([CH3:3])[CH3:2].Br[CH2:29][C:30]1[CH:35]=[CH:34][C:33]([C:36]([F:39])([F:38])[F:37])=[CH:32][CH:31]=1. Given the product [C:1]([O:5][CH:6]([C:11]1[C:12]([C:21]2[CH:26]=[CH:25][C:24]([CH3:27])=[CH:23][CH:22]=2)=[C:13]2[CH:20]=[CH:19][N:18]([CH2:29][C:30]3[CH:31]=[CH:32][C:33]([C:36]([F:37])([F:38])[F:39])=[CH:34][CH:35]=3)[C:14]2=[N:15][C:16]=1[CH3:17])[C:7]([OH:9])=[O:8])([CH3:3])([CH3:4])[CH3:2], predict the reactants needed to synthesize it. (2) Given the product [CH2:17]([O:16][C:14]([N:10]1[CH2:11][CH2:12][CH2:13][C:8]21[C:7](=[O:24])[N:6]([CH2:5][C:4]([OH:25])=[O:3])[CH2:9]2)=[O:15])[C:18]1[CH:19]=[CH:20][CH:21]=[CH:22][CH:23]=1, predict the reactants needed to synthesize it. The reactants are: C([O:3][C:4](=[O:25])[CH2:5][N:6]1[CH2:9][C:8]2([CH2:13][CH2:12][CH2:11][N:10]2[C:14]([O:16][CH2:17][C:18]2[CH:23]=[CH:22][CH:21]=[CH:20][CH:19]=2)=[O:15])[C:7]1=[O:24])C.O[Li].O. (3) Given the product [Cl:1][CH2:2][CH2:3][CH2:4][O:5][C:6]1[CH:7]=[CH:8][C:9]([C:12]2[S:13][C:14]3[CH2:20][CH2:19][CH:18]([C:21]([OH:23])=[O:22])[CH2:17][C:15]=3[N:16]=2)=[CH:10][CH:11]=1, predict the reactants needed to synthesize it. The reactants are: [Cl:1][CH2:2][CH2:3][CH2:4][O:5][C:6]1[CH:11]=[CH:10][C:9]([C:12]2[S:13][C:14]3[CH2:20][CH2:19][CH:18]([C:21]([O:23]C)=[O:22])[CH2:17][C:15]=3[N:16]=2)=[CH:8][CH:7]=1.O.[OH-].[Li+]. (4) The reactants are: Cl[C:2]1[C:3]([C:10]2[C:11]([NH2:16])=[N:12][CH:13]=[CH:14][CH:15]=2)=[CH:4][C:5]([S:8][CH3:9])=[N:6][CH:7]=1.CC(C)([O-])C.[K+]. Given the product [CH3:9][S:8][C:5]1[CH:4]=[C:3]2[C:10]3[C:11](=[N:12][CH:13]=[CH:14][CH:15]=3)[NH:16][C:2]2=[CH:7][N:6]=1, predict the reactants needed to synthesize it. (5) Given the product [CH2:1]([O:9][C:11](=[O:25])[CH2:10][CH2:12][C:13]([OH:15])=[O:14])[CH2:2][CH2:3][CH2:4][CH2:5][CH2:6][CH2:7][CH3:8], predict the reactants needed to synthesize it. The reactants are: [CH2:1]([OH:9])[CH2:2][CH2:3][CH2:4][CH2:5][CH2:6][CH2:7][CH3:8].[CH2:10]([CH:12](CCCC)[C:13]([O-:15])=[O:14])[CH3:11].[Sn+2].C(C(CCCC)C([O-])=[O:25])C. (6) Given the product [CH3:20][CH:18]([O:17][C:15]([C:14]1[C:9]([N:6]2[CH2:7][CH2:8][C@@H:4]([N:3]([CH2:1][CH3:2])[CH2:34][C:29]3[CH:30]=[CH:31][CH:32]=[CH:33][C:28]=3[C:25]3[CH:24]=[CH:23][C:22]([F:21])=[CH:27][CH:26]=3)[CH2:5]2)=[N:10][CH:11]=[CH:12][CH:13]=1)=[O:16])[CH3:19], predict the reactants needed to synthesize it. The reactants are: [CH2:1]([NH:3][C@@H:4]1[CH2:8][CH2:7][N:6]([C:9]2[C:14]([C:15]([O:17][CH:18]([CH3:20])[CH3:19])=[O:16])=[CH:13][CH:12]=[CH:11][N:10]=2)[CH2:5]1)[CH3:2].[F:21][C:22]1[CH:27]=[CH:26][C:25]([C:28]2[C:29]([CH:34]=O)=[CH:30][CH:31]=[CH:32][CH:33]=2)=[CH:24][CH:23]=1.O1CCCC1.C(O[BH-](OC(=O)C)OC(=O)C)(=O)C.[Na+]. (7) The reactants are: [C:1]([O:5][C:6]([NH:8][C@H:9]([C:29]([O-:31])=[O:30])[CH2:10][C:11]1[S:12][C:13]([CH2:16][CH2:17][CH2:18][C:19]2[CH:28]=[CH:27][C:26]3[C:21](=[N:22][CH:23]=[CH:24][CH:25]=3)[N:20]=2)=[CH:14][CH:15]=1)=[O:7])([CH3:4])([CH3:3])[CH3:2].[CH3:32]CO. Given the product [C:1]([O:5][C:6]([NH:8][C@H:9]([C:29]([O:31][CH3:32])=[O:30])[CH2:10][C:11]1[S:12][C:13]([CH2:16][CH2:17][CH2:18][C:19]2[CH:28]=[CH:27][C:26]3[CH2:25][CH2:24][CH2:23][NH:22][C:21]=3[N:20]=2)=[CH:14][CH:15]=1)=[O:7])([CH3:4])([CH3:2])[CH3:3], predict the reactants needed to synthesize it.